From a dataset of Forward reaction prediction with 1.9M reactions from USPTO patents (1976-2016). Predict the product of the given reaction. Given the reactants [CH3:1][C:2]1[CH:7]=[CH:6][N:5]=[CH:4][C:3]=1[N:8]1[CH2:12][CH2:11][NH:10][C:9]1=[O:13].Br[C:15]1[CH:25]=[CH:24][C:18]2[O:19][C:20]([F:23])([F:22])[O:21][C:17]=2[CH:16]=1.N[C@@H]1CCCC[C@H]1N.P([O-])([O-])([O-])=O.[K+].[K+].[K+], predict the reaction product. The product is: [F:23][C:20]1([F:22])[O:19][C:18]2[CH:24]=[CH:25][C:15]([N:10]3[CH2:11][CH2:12][N:8]([C:3]4[CH:4]=[N:5][CH:6]=[CH:7][C:2]=4[CH3:1])[C:9]3=[O:13])=[CH:16][C:17]=2[O:21]1.